This data is from Catalyst prediction with 721,799 reactions and 888 catalyst types from USPTO. The task is: Predict which catalyst facilitates the given reaction. The catalyst class is: 8. Reactant: [CH3:1][S:2]([NH:5][CH2:6][C:7]([C:9]1[CH:14]=[CH:13][CH:12]=[CH:11][CH:10]=1)=O)(=[O:4])=[O:3].FC(F)(F)C(O)=O.[F:22][C:23]1[CH:32]=[CH:31][CH:30]=[CH:29][C:24]=1[C:25]([NH:27][NH2:28])=[S:26]. Product: [F:22][C:23]1[CH:32]=[CH:31][CH:30]=[CH:29][C:24]=1[C:25]1[S:26][C:7]([CH2:6][NH:5][S:2]([CH3:1])(=[O:4])=[O:3])([C:9]2[CH:14]=[CH:13][CH:12]=[CH:11][CH:10]=2)[NH:28][N:27]=1.